This data is from Full USPTO retrosynthesis dataset with 1.9M reactions from patents (1976-2016). The task is: Predict the reactants needed to synthesize the given product. (1) Given the product [F:21][C:22]1[CH:29]=[CH:28][C:25]([CH2:26][NH:27][C:14]([C:9]2[N:8]=[C:7]3[N:6]([C:11](=[O:12])[C:10]=2[OH:13])[CH2:5][C:4](=[O:19])[N:3]([CH3:20])[N:2]3[CH3:1])=[O:16])=[CH:24][CH:23]=1, predict the reactants needed to synthesize it. The reactants are: [CH3:1][N:2]1[C:7]2=[N:8][C:9]([C:14]([O:16]CC)=O)=[C:10]([OH:13])[C:11](=[O:12])[N:6]2[CH2:5][C:4](=[O:19])[N:3]1[CH3:20].[F:21][C:22]1[CH:29]=[CH:28][C:25]([CH2:26][NH2:27])=[CH:24][CH:23]=1. (2) Given the product [CH3:31][C:32]([O:22][C@@H:15]1[C:13](=[O:14])[C@H:12]2[C@@:2]([CH3:1])([CH2:3][CH2:4][C@@H:5]3[C@:11]2([CH3:23])[CH2:10][C@@H:9]([C:24]2[CH:25]=[CH:26][O:27][CH:28]=2)[O:8][C:6]3=[O:7])[C@H:17]([C:18]([O:20][CH3:21])=[O:19])[CH2:16]1)=[O:33], predict the reactants needed to synthesize it. The reactants are: [CH3:1][C@:2]12[C@H:17]([C:18]([O:20][CH3:21])=[O:19])[CH2:16][C@H:15]([OH:22])[C:13](=[O:14])[C@@H:12]1[C@:11]1([CH3:23])[C@H:5]([C:6]([O:8][C@H:9]([C:24]3[CH:25]=[CH:26][O:27][CH:28]=3)[CH2:10]1)=[O:7])[CH2:4][CH2:3]2.C1(=O)O[C:32](=[O:33])[CH2:31]C1.C1CCN2C(=NCCC2)CC1. (3) Given the product [CH:1]1([CH2:7][C:8]2[N:12]([C:13]3[CH:18]=[C:17]([C:19]([CH3:22])([CH3:20])[CH3:21])[CH:16]=[C:15]([C:23]([CH3:25])([CH3:24])[CH3:26])[CH:14]=3)[CH:11]=[C:10]([C:27]([OH:29])=[O:28])[C:9]=2[CH3:32])[CH2:2][CH2:3][CH2:4][CH2:5][CH2:6]1, predict the reactants needed to synthesize it. The reactants are: [CH:1]1([CH2:7][C:8]2[N:12]([C:13]3[CH:18]=[C:17]([C:19]([CH3:22])([CH3:21])[CH3:20])[CH:16]=[C:15]([C:23]([CH3:26])([CH3:25])[CH3:24])[CH:14]=3)[CH:11]=[C:10]([C:27]([O:29]CC)=[O:28])[C:9]=2[CH3:32])[CH2:6][CH2:5][CH2:4][CH2:3][CH2:2]1.[OH-].[Na+].Cl. (4) Given the product [CH3:37][O:38][C:39]1[CH:44]=[CH:43][CH:42]=[CH:41][C:40]=1[S:45][C:2]1[CH:7]=[CH:6][N:5]=[C:4]([N:8]2[CH2:13][CH2:12][N:11]([CH2:14][C:15]3[CH:20]=[CH:19][CH:18]=[CH:17][CH:16]=3)[CH2:10][CH2:9]2)[C:3]=1[C:21]([O:23][CH:24]([CH3:26])[CH3:25])=[O:22], predict the reactants needed to synthesize it. The reactants are: I[C:2]1[CH:7]=[CH:6][N:5]=[C:4]([N:8]2[CH2:13][CH2:12][N:11]([CH2:14][C:15]3[CH:20]=[CH:19][CH:18]=[CH:17][CH:16]=3)[CH2:10][CH2:9]2)[C:3]=1[C:21]([O:23][CH:24]([CH3:26])[CH3:25])=[O:22].C(=O)([O-])[O-].[K+].[K+].C(O)CO.[CH3:37][O:38][C:39]1[CH:44]=[CH:43][CH:42]=[CH:41][C:40]=1[SH:45]. (5) Given the product [N:34]1([CH2:33][CH2:32][CH2:31][O:29][C:27]2[S:28][C:22]3[CH2:21][N:20]([C:1]([C:14]4[CH:19]=[CH:18][CH:17]=[CH:16][CH:15]=4)([C:2]4[CH:7]=[CH:6][CH:5]=[CH:4][CH:3]=4)[C:8]4[CH:9]=[CH:10][CH:11]=[CH:12][CH:13]=4)[CH2:25][CH2:24][C:23]=3[CH:26]=2)[CH2:39][CH2:38][CH2:37][CH2:36][CH2:35]1, predict the reactants needed to synthesize it. The reactants are: [C:1]([N:20]1[CH2:25][CH2:24][C:23]2=[CH:26][C:27](=[O:29])[S:28][CH:22]2[CH2:21]1)([C:14]1[CH:19]=[CH:18][CH:17]=[CH:16][CH:15]=1)([C:8]1[CH:13]=[CH:12][CH:11]=[CH:10][CH:9]=1)[C:2]1[CH:7]=[CH:6][CH:5]=[CH:4][CH:3]=1.Cl[CH2:31][CH2:32][CH2:33][N:34]1[CH2:39][CH2:38][CH2:37][CH2:36][CH2:35]1.C([O-])([O-])=O.[Cs+].[Cs+]. (6) Given the product [CH:27]1([CH2:26][O:16][C:13]2[CH:14]=[C:15]3[C:7]([C:5]4[CH:4]=[N:3][N:2]([CH3:1])[CH:6]=4)=[CH:8][N:9]([CH2:17][O:18][CH2:19][CH2:20][Si:21]([CH3:24])([CH3:23])[CH3:22])[C:10]3=[N:11][CH:12]=2)[CH2:32][CH2:31][CH2:30][CH2:29][CH2:28]1, predict the reactants needed to synthesize it. The reactants are: [CH3:1][N:2]1[CH:6]=[C:5]([C:7]2[C:15]3[C:10](=[N:11][CH:12]=[C:13]([OH:16])[CH:14]=3)[N:9]([CH2:17][O:18][CH2:19][CH2:20][Si:21]([CH3:24])([CH3:23])[CH3:22])[CH:8]=2)[CH:4]=[N:3]1.Br[CH2:26][CH:27]1[CH2:32][CH2:31][CH2:30][CH2:29][CH2:28]1.C([O-])([O-])=O.[K+].[K+]. (7) Given the product [CH2:17]([O:16][C:14]([C:2]1[C:6]([Br:7])=[CH:5][S:4][CH:3]=1)=[O:15])[CH3:18], predict the reactants needed to synthesize it. The reactants are: Br[C:2]1[C:6]([Br:7])=[CH:5][S:4][CH:3]=1.C([Mg]Cl)(C)C.Cl[C:14]([O:16][CH2:17][CH3:18])=[O:15].O.